Dataset: Catalyst prediction with 721,799 reactions and 888 catalyst types from USPTO. Task: Predict which catalyst facilitates the given reaction. (1) Reactant: [H-].[Na+].[C:3]([O:7][C:8]([NH:10][CH2:11][C@@H:12]1[CH2:16][CH2:15][N:14]([CH2:17][C:18]2[CH:26]=[CH:25][C:21]([C:22]([OH:24])=[O:23])=[CH:20][C:19]=2[C:27]([F:30])([F:29])[F:28])[CH2:13]1)=[O:9])([CH3:6])([CH3:5])[CH3:4].[CH3:31]I.O. Product: [C:3]([O:7][C:8]([N:10]([CH2:11][C@@H:12]1[CH2:16][CH2:15][N:14]([CH2:17][C:18]2[CH:26]=[CH:25][C:21]([C:22]([OH:24])=[O:23])=[CH:20][C:19]=2[C:27]([F:30])([F:28])[F:29])[CH2:13]1)[CH3:31])=[O:9])([CH3:6])([CH3:4])[CH3:5]. The catalyst class is: 1. (2) Reactant: [NH2:1][CH2:2][CH2:3][N:4]1[CH:8]=[C:7]([NH:9][C:10]([C:12]2[CH:13]=[N:14][N:15]3[CH:20]=[CH:19][CH:18]=[N:17][C:16]=23)=[O:11])[C:6]([C:21]2[CH:26]=[C:25]([Cl:27])[CH:24]=[CH:23][C:22]=2[O:28][CH:29]([F:31])[F:30])=[N:5]1.[CH3:32][S:33][C:34]1[CH:41]=[CH:40][C:37]([CH:38]=O)=[CH:36][CH:35]=1.[BH3-]C#N.[Na+]. Product: [Cl:27][C:25]1[CH:24]=[CH:23][C:22]([O:28][CH:29]([F:30])[F:31])=[C:21]([C:6]2[C:7]([NH:9][C:10]([C:12]3[CH:13]=[N:14][N:15]4[CH:20]=[CH:19][CH:18]=[N:17][C:16]=34)=[O:11])=[CH:8][N:4]([CH2:3][CH2:2][NH:1][CH2:38][C:37]3[CH:40]=[CH:41][C:34]([S:33][CH3:32])=[CH:35][CH:36]=3)[N:5]=2)[CH:26]=1. The catalyst class is: 5. (3) Reactant: Cl[C:2]1[N:7]=[C:6]([C:8]2[CH:9]=[CH:10][C:11]([O:16][CH:17]3[CH2:22][CH2:21][O:20][CH2:19][CH2:18]3)=[C:12]([CH:15]=2)[C:13]#[N:14])[CH:5]=[CH:4][N:3]=1.O1CCOCC1.[CH3:29][O:30][CH2:31][CH2:32][CH2:33][N:34]1[CH:38]=[C:37]([NH2:39])[CH:36]=[N:35]1.C(N(CC)CC)C. Product: [CH3:29][O:30][CH2:31][CH2:32][CH2:33][N:34]1[CH:38]=[C:37]([NH:39][C:2]2[N:7]=[C:6]([C:8]3[CH:9]=[CH:10][C:11]([O:16][CH:17]4[CH2:22][CH2:21][O:20][CH2:19][CH2:18]4)=[C:12]([CH:15]=3)[C:13]#[N:14])[CH:5]=[CH:4][N:3]=2)[CH:36]=[N:35]1. The catalyst class is: 8. (4) Product: [NH2:18][CH2:17][CH:16]([C:12]1[C:11]([F:36])=[C:10]([NH:9][C:7](=[O:8])[C:6]2[CH:5]=[CH:4][C:3]([N:2]([CH3:1])[CH3:39])=[CH:38][CH:37]=2)[CH:15]=[CH:14][CH:13]=1)[C:21]1[C:29]2[C:24](=[CH:25][C:26]([N:30]3[CH2:35][CH2:34][O:33][CH2:32][CH2:31]3)=[CH:27][CH:28]=2)[NH:23][CH:22]=1. Reactant: [CH3:1][N:2]([CH3:39])[C:3]1[CH:38]=[CH:37][C:6]([C:7]([NH:9][C:10]2[CH:15]=[CH:14][CH:13]=[C:12]([CH:16]([C:21]3[C:29]4[C:24](=[CH:25][C:26]([N:30]5[CH2:35][CH2:34][O:33][CH2:32][CH2:31]5)=[CH:27][CH:28]=4)[NH:23][CH:22]=3)[CH2:17][N+:18]([O-])=O)[C:11]=2[F:36])=[O:8])=[CH:5][CH:4]=1.[H][H]. The catalyst class is: 94. (5) Reactant: [CH:1]1[C:10]2[C:5](=[CH:6][CH:7]=[CH:8][CH:9]=2)[CH:4]=[CH:3][C:2]=1[N:11]1[CH2:15][CH2:14][NH:13][C:12]1=[O:16].[CH3:17][O:18][C:19](=[O:27])[C:20]1[CH:25]=[C:24](Br)[CH:23]=[N:22][CH:21]=1.N[C@@H]1CCCC[C@H]1N.P([O-])([O-])([O-])=O.[K+].[K+].[K+]. Product: [CH3:17][O:18][C:19](=[O:27])[C:20]1[CH:25]=[C:24]([N:13]2[CH2:14][CH2:15][N:11]([C:2]3[CH:3]=[CH:4][C:5]4[C:10](=[CH:9][CH:8]=[CH:7][CH:6]=4)[CH:1]=3)[C:12]2=[O:16])[CH:23]=[N:22][CH:21]=1. The catalyst class is: 246. (6) Reactant: C1C2C(=CC=CC=2)C=C(N)[N:2]=1.[CH2:12]([O:14][CH:15]([O:19][CH2:20][CH3:21])[C:16](=[NH:18])[O-])[CH3:13].Cl.C1(CN)C=CC=CC=1.CO[Na]. Product: [CH2:12]([O:14][CH:15]([O:19][CH2:20][CH3:21])[C:16]([NH2:2])=[NH:18])[CH3:13]. The catalyst class is: 5. (7) Product: [NH:33]1[CH:37]=[C:36]([CH2:38][CH:39]2[CH2:48][CH2:47][C:46]3[C:41](=[CH:42][CH:43]=[CH:44][CH:45]=3)[C:40]2=[CH:11][C:12]#[N:13])[N:35]=[CH:34]1. The catalyst class is: 3. Reactant: [H-].[Na+].C(OP([CH2:11][C:12]#[N:13])(=O)OCC)C.C([N:33]1[CH:37]=[C:36]([CH2:38][CH:39]2[CH2:48][CH2:47][C:46]3[C:41](=[CH:42][CH:43]=[CH:44][CH:45]=3)[C:40]2=O)[N:35]=[CH:34]1)(C1C=CC=CC=1)(C1C=CC=CC=1)C1C=CC=CC=1.